From a dataset of Forward reaction prediction with 1.9M reactions from USPTO patents (1976-2016). Predict the product of the given reaction. (1) Given the reactants [F:1][C:2]1[CH:7]=[C:6](B2OC(C)(C)C(C)(C)O2)[CH:5]=[CH:4][C:3]=1[C:17]1[N:18]=[CH:19][C:20]([NH2:23])=[N:21][CH:22]=1.Br[C:25]1[CH:30]=[CH:29][CH:28]=[CH:27][C:26]=1[N:31]1[CH2:35][CH2:34][CH2:33][C:32]1=[O:36], predict the reaction product. The product is: [NH2:23][C:20]1[N:21]=[CH:22][C:17]([C:3]2[CH:4]=[CH:5][C:6]([C:25]3[CH:30]=[CH:29][CH:28]=[CH:27][C:26]=3[N:31]3[CH2:35][CH2:34][CH2:33][C:32]3=[O:36])=[CH:7][C:2]=2[F:1])=[N:18][CH:19]=1. (2) Given the reactants Br[C:2]1[CH:3]=[C:4]2[C:13](=[CH:14][C:15]=1[F:16])[CH:12]1[CH2:17][CH:10]([CH2:11]1)[N:9]1[C:5]2=[N:6][C:7]([C:22]([NH2:24])=[O:23])=[C:8]1[C:18]([NH:20][CH3:21])=[O:19].[CH3:25][C:26]1[O:30][N:29]=[C:28]([C@:31]([OH:35])([C:33]#[CH:34])[CH3:32])[CH:27]=1, predict the reaction product. The product is: [F:16][C:15]1[CH:14]=[C:13]2[C:4]([C:5]3[N:9]([CH:10]4[CH2:17][CH:12]2[CH2:11]4)[C:8]([C:18]([NH:20][CH3:21])=[O:19])=[C:7]([C:22]([NH2:24])=[O:23])[N:6]=3)=[CH:3][C:2]=1[C:34]#[C:33][C@@:31]([OH:35])([C:28]1[CH:27]=[C:26]([CH3:25])[O:30][N:29]=1)[CH3:32].